Dataset: Reaction yield outcomes from USPTO patents with 853,638 reactions. Task: Predict the reaction yield, written as a fraction of the theoretical maximum amount of product (1.0 means a 100% yield; for example, 0.34 means a 34% yield). (1) The catalyst is CC#N.O. The reactants are Cl[C:2](Cl)([O:4]C(=O)OC(Cl)(Cl)Cl)Cl.Cl.Cl.[CH3:15][O:16][CH2:17][CH2:18][N:19]1[CH2:23][C@@H:22]([C:24]2[CH:29]=[C:28]([F:30])[C:27]([F:31])=[C:26]([F:32])[CH:25]=2)[C@H:21]([NH2:33])[CH2:20]1.CCN(C(C)C)C(C)C.[NH2:43][C:44]1[N:48]([C:49]2[CH:54]=[CH:53][CH:52]=[CH:51][CH:50]=2)[N:47]=[C:46]([C:55]2[CH:56]=[CH:57][C:58](=[O:62])[N:59]([CH3:61])[CH:60]=2)[C:45]=1[CH3:63].[OH-].[Na+]. The yield is 0.290. The product is [CH3:15][O:16][CH2:17][CH2:18][N:19]1[CH2:23][C@@H:22]([C:24]2[CH:29]=[C:28]([F:30])[C:27]([F:31])=[C:26]([F:32])[CH:25]=2)[C@H:21]([NH:33][C:2]([NH:43][C:44]2[N:48]([C:49]3[CH:50]=[CH:51][CH:52]=[CH:53][CH:54]=3)[N:47]=[C:46]([C:55]3[CH:56]=[CH:57][C:58](=[O:62])[N:59]([CH3:61])[CH:60]=3)[C:45]=2[CH3:63])=[O:4])[CH2:20]1. (2) The reactants are O[C:2]([CH2:6][CH2:7]/[CH:8]=[C:9](/[CH2:11][CH2:12][CH:13]=[C:14]([CH3:16])[CH3:15])\[CH3:10])([CH:4]=[CH2:5])[CH3:3].N1C2C(=CC=CC=2[OH:27])C=CC=1. The catalyst is ClC1C=CC=CC=1.[NH4+].[O-][V](=O)=O. The product is [CH3:15][C:14]([CH3:16])=[CH:13][CH2:12][CH2:11]/[C:9](/[CH3:10])=[CH:8]/[CH2:7][CH2:6]/[C:2](/[CH3:3])=[CH:4]/[CH:5]=[O:27].[CH3:15][C:14]([CH3:16])=[CH:13][CH2:12][CH2:11]/[C:9](/[CH3:10])=[CH:8]/[CH2:7][CH2:6]/[C:2](/[CH3:3])=[CH:4]\[CH:5]=[O:27]. The yield is 0.654. (3) The reactants are [Br:1][C:2]1[CH:3]=[C:4]([C:10]2[N:14]=[C:13]([C:15]([O:17]CC)=O)[O:12][N:11]=2)[CH:5]=[C:6]([Br:9])[C:7]=1[OH:8].[F:20][C:21]([F:32])([F:31])[O:22][C:23]1[CH:30]=[CH:29][C:26]([CH2:27][NH2:28])=[CH:25][CH:24]=1. The catalyst is C(O)C. The product is [Br:9][C:6]1[CH:5]=[C:4]([C:10]2[N:14]=[C:13]([C:15]([NH:28][CH2:27][C:26]3[CH:29]=[CH:30][C:23]([O:22][C:21]([F:20])([F:31])[F:32])=[CH:24][CH:25]=3)=[O:17])[O:12][N:11]=2)[CH:3]=[C:2]([Br:1])[C:7]=1[OH:8]. The yield is 0.530. (4) The reactants are C([O:3][C:4]([C@@:6]1([CH3:23])[CH2:11][CH2:10][CH2:9][N:8]([C:12]2[CH:17]=[CH:16][C:15]([N+:18]([O-:20])=[O:19])=[C:14]([O:21][CH3:22])[CH:13]=2)[CH2:7]1)=[O:5])C. The catalyst is C(O)C.[OH-].[Na+]. The product is [CH3:22][O:21][C:14]1[CH:13]=[C:12]([N:8]2[CH2:9][CH2:10][CH2:11][C@:6]([CH3:23])([C:4]([OH:5])=[O:3])[CH2:7]2)[CH:17]=[CH:16][C:15]=1[N+:18]([O-:20])=[O:19]. The yield is 1.00. (5) The catalyst is C1COCC1.CCOCC. The yield is 0.780. The reactants are [CH2:1]([N:8]([C@@H:19]([C:21]1[CH:26]=[CH:25][CH:24]=[CH:23][CH:22]=1)[CH3:20])[C@H:9]([CH3:18])[CH2:10][C:11](OC(C)(C)C)=[O:12])[C:2]1[CH:7]=[CH:6][CH:5]=[CH:4][CH:3]=1.[H-].[Al+3].[Li+].[H-].[H-].[H-]. The product is [CH2:1]([N:8]([C@@H:19]([C:21]1[CH:22]=[CH:23][CH:24]=[CH:25][CH:26]=1)[CH3:20])[C@H:9]([CH3:18])[CH2:10][CH2:11][OH:12])[C:2]1[CH:3]=[CH:4][CH:5]=[CH:6][CH:7]=1. (6) The reactants are [Cl:1][C:2]1[CH:7]=[C:6]([C:8]([F:11])([F:10])[F:9])[N:5]=[N:4][C:3]=1[NH2:12].[H-].[Na+].[C:15]([O:19][C:20]([N:22]1[CH2:27][CH2:26][CH:25](OS(C2C=CC(C)=CC=2)(=O)=O)[CH2:24][CH2:23]1)=[O:21])([CH3:18])([CH3:17])[CH3:16]. The catalyst is CN(C)C=O. The product is [Cl:1][C:2]1[CH:7]=[C:6]([C:8]([F:10])([F:9])[F:11])[N:5]=[N:4][C:3]=1[NH:12][CH:25]1[CH2:26][CH2:27][N:22]([C:20]([O:19][C:15]([CH3:18])([CH3:17])[CH3:16])=[O:21])[CH2:23][CH2:24]1. The yield is 0.370.